This data is from Full USPTO retrosynthesis dataset with 1.9M reactions from patents (1976-2016). The task is: Predict the reactants needed to synthesize the given product. (1) Given the product [C:17]([O:21][C:22]([C:23]1[C:24]([O:28][CH2:29][C:30]2[CH:35]=[CH:34][CH:33]=[CH:32][CH:31]=2)=[C:25]([OH:26])[N:16]=[C:14]([CH2:13][C:8]2[C:7]([C:1]3[CH:2]=[CH:3][CH:4]=[CH:5][CH:6]=3)=[CH:12][CH:11]=[CH:10][N:9]=2)[N:15]=1)=[O:37])([CH3:20])([CH3:18])[CH3:19], predict the reactants needed to synthesize it. The reactants are: [C:1]1([C:7]2[C:8]([CH2:13][C:14]([NH2:16])=[NH:15])=[N:9][CH:10]=[CH:11][CH:12]=2)[CH:6]=[CH:5][CH:4]=[CH:3][CH:2]=1.[C:17]([O:21][C:22](=[O:37])/[C:23](/O)=[C:24](\[O:28][CH2:29][C:30]1[CH:35]=[CH:34][CH:33]=[CH:32][CH:31]=1)/[C:25](O)=[O:26])([CH3:20])([CH3:19])[CH3:18].C[O-].[Na+].C(OCC)(=O)C. (2) Given the product [CH3:8][O:9][C:10](=[O:25])[CH2:11][CH:12]1[CH2:13][CH2:14][CH:15]([C:18]2[CH:19]=[CH:20][C:21]([O:24][S:28]([C:27]([F:33])([F:32])[F:26])(=[O:30])=[O:29])=[CH:22][CH:23]=2)[CH2:16][CH2:17]1, predict the reactants needed to synthesize it. The reactants are: C(N(CC)CC)C.[CH3:8][O:9][C:10](=[O:25])[CH2:11][CH:12]1[CH2:17][CH2:16][CH:15]([C:18]2[CH:23]=[CH:22][C:21]([OH:24])=[CH:20][CH:19]=2)[CH2:14][CH2:13]1.[F:26][C:27]([F:33])([F:32])[S:28](O)(=[O:30])=[O:29].O.